This data is from Catalyst prediction with 721,799 reactions and 888 catalyst types from USPTO. The task is: Predict which catalyst facilitates the given reaction. (1) Reactant: [Br:1][C:2]1[C:7]([CH3:8])=[CH:6][C:5]([OH:9])=[CH:4][C:3]=1[CH3:10].C(N(CC)CC)C.[C:18]([Si:22]([CH3:25])([CH3:24])Cl)([CH3:21])([CH3:20])[CH3:19]. Product: [Br:1][C:2]1[C:7]([CH3:8])=[CH:6][C:5]([O:9][Si:22]([C:18]([CH3:21])([CH3:20])[CH3:19])([CH3:25])[CH3:24])=[CH:4][C:3]=1[CH3:10]. The catalyst class is: 119. (2) Reactant: C(=O)([O-])[O-].[K+].[K+].C([O:15][C@@H:16]1[CH2:24][C@@H:19]2[O:20][C:21](=[O:23])[CH2:22][C@@H:18]2[C@H:17]1[CH2:25][CH2:26][C:27](=[O:35])[C:28]([F:34])([F:33])[CH2:29][CH2:30][CH2:31][CH3:32])(=O)C1C=CC=CC=1.CC(C)=O.CCCCCC. Product: [F:34][C:28]([C:27]1([OH:35])[O:15][C@@H:16]2[CH2:24][C@@H:19]3[O:20][C:21](=[O:23])[CH2:22][C@@H:18]3[CH:17]2[CH2:25][CH2:26]1)([F:33])[CH2:29][CH2:30][CH2:31][CH3:32]. The catalyst class is: 5.